This data is from Forward reaction prediction with 1.9M reactions from USPTO patents (1976-2016). The task is: Predict the product of the given reaction. (1) Given the reactants [Br:1][C:2]1[CH:3]=[C:4]([CH:11]=[C:12]([O:15][CH3:16])[C:13]=1[OH:14])[CH:5]=[C:6]([C:9]#[N:10])[C:7]#[N:8].Br[C:18]1[CH:19]=[C:20]([CH:23]=[C:24](OC)[C:25]=1[OH:26])C=O.C(#N)[CH2:30][C:31]#[N:32].[CH2:34](O)C, predict the reaction product. The product is: [NH2:8][C:7]1[O:26][C:25]2[C:18]([CH:5]([C:4]3[CH:11]=[C:12]([O:15][CH3:16])[C:13]([OH:14])=[C:2]([Br:1])[CH:3]=3)[C:6]=1[C:9]#[N:10])=[CH:19][CH:20]=[C:23]1[N:32]([CH3:34])[CH:31]=[CH:30][C:24]=21. (2) Given the reactants Cl[C:2]1[N:7]=[CH:6][C:5]([S:8]([NH2:11])(=[O:10])=[O:9])=[CH:4][CH:3]=1.[NH4+:12].[OH-], predict the reaction product. The product is: [NH2:12][C:2]1[N:7]=[CH:6][C:5]([S:8]([NH2:11])(=[O:10])=[O:9])=[CH:4][CH:3]=1. (3) Given the reactants [CH2:1]([N:8]([CH2:25][C:26]1[CH:31]=[CH:30][CH:29]=[CH:28][CH:27]=1)[S:9]([C:12]1[CH:21]=[C:20]2[C:15]([CH:16]=[CH:17][C:18](C(O)=O)=[CH:19]2)=[CH:14][CH:13]=1)(=[O:11])=[O:10])[C:2]1[CH:7]=[CH:6][CH:5]=[CH:4][CH:3]=1.C1C=CC(P(N=[N+]=[N-])(C2C=CC=CC=2)=[O:39])=CC=1.CC[N:51]([CH2:54]C)CC.[CH3:56][C:57]([OH:60])([CH3:59])[CH3:58], predict the reaction product. The product is: [CH2:25]([N:8]([CH2:1][C:2]1[CH:7]=[CH:6][CH:5]=[CH:4][CH:3]=1)[S:9]([C:12]1[CH:21]=[C:20]2[C:15]([CH:16]=[CH:17][C:18]([NH:51][C:54](=[O:39])[O:60][C:57]([CH3:59])([CH3:58])[CH3:56])=[CH:19]2)=[CH:14][CH:13]=1)(=[O:11])=[O:10])[C:26]1[CH:31]=[CH:30][CH:29]=[CH:28][CH:27]=1. (4) Given the reactants [C:1]([NH:5][C:6](=[O:23])[C:7]1[CH:12]=[CH:11][CH:10]=[C:9]([CH:13]([N:17]2[CH2:22][CH2:21][NH:20][CH2:19][CH2:18]2)[CH:14]([CH3:16])[CH3:15])[CH:8]=1)([CH3:4])([CH3:3])[CH3:2].[NH2:24][C:25]1[CH:33]=[CH:32][C:28]([C:29](O)=[O:30])=[CH:27][C:26]=1[F:34].C(N(C(C)C)C(C)C)C.CCCP1(OP(CCC)(=O)OP(CCC)(=O)O1)=O, predict the reaction product. The product is: [NH2:24][C:25]1[CH:33]=[CH:32][C:28]([C:29]([N:20]2[CH2:19][CH2:18][N:17]([CH:13]([C:9]3[CH:8]=[C:7]([CH:12]=[CH:11][CH:10]=3)[C:6]([NH:5][C:1]([CH3:3])([CH3:4])[CH3:2])=[O:23])[CH:14]([CH3:16])[CH3:15])[CH2:22][CH2:21]2)=[O:30])=[CH:27][C:26]=1[F:34].